Dataset: Catalyst prediction with 721,799 reactions and 888 catalyst types from USPTO. Task: Predict which catalyst facilitates the given reaction. Reactant: [OH:1][C:2]([C:5]1[CH:23]=[CH:22][C:8]([C:9]([NH:11][C:12]2[N:17]=[CH:16][C:15]3[CH:18]=[CH:19][N:20]([CH3:21])[C:14]=3[CH:13]=2)=[O:10])=[CH:7][CH:6]=1)([CH3:4])[CH3:3].[Cl:24]N1C(=O)CCC1=O.O. Product: [Cl:24][C:18]1[C:15]2[CH:16]=[N:17][C:12]([NH:11][C:9](=[O:10])[C:8]3[CH:22]=[CH:23][C:5]([C:2]([OH:1])([CH3:3])[CH3:4])=[CH:6][CH:7]=3)=[CH:13][C:14]=2[N:20]([CH3:21])[CH:19]=1. The catalyst class is: 3.